Dataset: Forward reaction prediction with 1.9M reactions from USPTO patents (1976-2016). Task: Predict the product of the given reaction. (1) Given the reactants [CH3:1][N:2]1[CH2:7][CH2:6][N:5]([C:8]2[CH:9]=[N:10][C:11]([C:14]3[CH:15]=[C:16]([CH:21]=[CH:22][CH:23]=3)[C:17](OC)=[O:18])=[N:12][CH:13]=2)[CH2:4][CH2:3]1.[H-].C([Al+]CC(C)C)C(C)C.S([O-])([O-])(=O)=O.[Na+].[Na+].ClCCl, predict the reaction product. The product is: [CH3:1][N:2]1[CH2:3][CH2:4][N:5]([C:8]2[CH:13]=[N:12][C:11]([C:14]3[CH:15]=[C:16]([CH2:17][OH:18])[CH:21]=[CH:22][CH:23]=3)=[N:10][CH:9]=2)[CH2:6][CH2:7]1. (2) Given the reactants Br[C:2]1[CH:7]=[CH:6][C:5](/[CH:8]=[CH:9]/[C:10]2[CH:15]=[CH:14][C:13](Br)=[CH:12][CH:11]=2)=[CH:4][CH:3]=1.[CH3:17][C:18]([CH3:21])([O-])[CH3:19].[Na+].[C:23]1([CH3:36])[CH:28]=[CH:27][CH:26]=[CH:25][C:24]=1[C:29]1[CH:30]=[C:31]([NH2:35])[CH:32]=[CH:33][CH:34]=1.O.[C:38]1([CH3:44])[CH:43]=[CH:42][CH:41]=[CH:40]C=1, predict the reaction product. The product is: [C:23]1([CH3:36])[CH:28]=[CH:27][CH:26]=[CH:25][C:24]=1[C:29]1[CH:30]=[C:31]([NH:35][C:2]2[CH:7]=[CH:6][C:5](/[CH:8]=[CH:9]/[C:10]3[CH:15]=[CH:14][C:13]([NH:35][C:31]4[CH:30]=[CH:29][CH:19]=[C:18]([C:21]5[CH:40]=[CH:41][CH:42]=[CH:43][C:38]=5[CH3:44])[CH:17]=4)=[CH:12][CH:11]=3)=[CH:4][CH:3]=2)[CH:32]=[CH:33][CH:34]=1. (3) Given the reactants Cl[C:2]1[C:7]([N+:8]([O-:10])=[O:9])=[CH:6][C:5]([CH3:11])=[CH:4][N:3]=1.[NH2:12][CH2:13][C@@H:14]1[CH2:18][CH2:17][N:16]([C:19]([O:21][C:22]([CH3:25])([CH3:24])[CH3:23])=[O:20])[CH2:15]1.C(N(CC)CC)C, predict the reaction product. The product is: [CH3:11][C:5]1[CH:6]=[C:7]([N+:8]([O-:10])=[O:9])[C:2]([NH:12][CH2:13][C@@H:14]2[CH2:18][CH2:17][N:16]([C:19]([O:21][C:22]([CH3:25])([CH3:24])[CH3:23])=[O:20])[CH2:15]2)=[N:3][CH:4]=1.